From a dataset of Reaction yield outcomes from USPTO patents with 853,638 reactions. Predict the reaction yield, written as a fraction of the theoretical maximum amount of product (1.0 means a 100% yield; for example, 0.34 means a 34% yield). (1) The reactants are [CH3:1]N(C(ON1N=NC2C=CC=CC1=2)=[N+](C)C)C.[B-](F)(F)(F)F.[CH:23]1([C:29]2[C:30]3[CH:31]=[CH:32][C:33]([C:50]([O:52]C)=[O:51])=[CH:34][C:35]=3[N:36]3[CH:42]=[C:41]([C:43](O)=[O:44])[CH2:40][C:39]4[CH:46]=[CH:47][CH:48]=[CH:49][C:38]=4[C:37]=23)[CH2:28][CH2:27][CH2:26][CH2:25][CH2:24]1.[NH:54]1[CH2:59][CH2:58][O:57][CH2:56][CH2:55]1.C(N(CC)C(C)C)(C)C. The catalyst is CN(C=O)C. The product is [CH3:1][C:49]1[C:38]2[C:37]3=[C:29]([CH:23]4[CH2:28][CH2:27][CH2:26][CH2:25][CH2:24]4)[C:30]4[CH:31]=[CH:32][C:33]([C:50]([OH:52])=[O:51])=[CH:34][C:35]=4[N:36]3[CH:42]=[C:41]([C:43]([N:54]3[CH2:59][CH2:58][O:57][CH2:56][CH2:55]3)=[O:44])[CH2:40][C:39]=2[CH:46]=[CH:47][CH:48]=1. The yield is 0.440. (2) The reactants are [H-].[Na+].[F:3][C:4]([F:19])([F:18])[CH:5]([C:7]1[CH:12]=[CH:11][CH:10]=[CH:9][C:8]=1[C:13]1[CH:17]=[CH:16][O:15][CH:14]=1)[OH:6].[Cl:20][C:21]1[CH:26]=[C:25](Cl)[N:24]=[CH:23][N:22]=1.O. The catalyst is C1COCC1. The product is [Cl:20][C:21]1[CH:26]=[C:25]([O:6][CH:5]([C:7]2[CH:12]=[CH:11][CH:10]=[CH:9][C:8]=2[C:13]2[CH:17]=[CH:16][O:15][CH:14]=2)[C:4]([F:3])([F:18])[F:19])[N:24]=[CH:23][N:22]=1. The yield is 0.940. (3) The reactants are N[C:2]1[S:3][CH:4]=[C:5]([C:7]([F:10])([F:9])[F:8])[N:6]=1.[BrH:11].N([O-])=O.[Na+].S([O-])(O)=O.[Na+].[OH-].[Na+]. The catalyst is O. The product is [Br:11][C:2]1[S:3][CH:4]=[C:5]([C:7]([F:10])([F:9])[F:8])[N:6]=1. The yield is 0.240. (4) The reactants are Br[C:2]1[CH:7]=[C:6]([F:8])[C:5]([Cl:9])=[CH:4][C:3]=1[F:10].C([Mg]Br)(C)C.C(O[B:20]1[O:24][C:23]([CH3:26])([CH3:25])[C:22]([CH3:28])([CH3:27])[O:21]1)(C)C.[Cl-].[NH4+]. The catalyst is C1COCC1. The product is [Cl:9][C:5]1[C:6]([F:8])=[CH:7][C:2]([B:20]2[O:24][C:23]([CH3:26])([CH3:25])[C:22]([CH3:28])([CH3:27])[O:21]2)=[C:3]([F:10])[CH:4]=1. The yield is 0.620. (5) The reactants are [C:1]([C:4]1[C:22](=[O:23])[C@@:8]2([CH3:24])[C:9]3[C:15]([OH:16])=[CH:14][C:13]([O:17][CH3:18])=[C:12]([C:19]([NH2:21])=[O:20])[C:10]=3[O:11][C:7]2=[CH:6][C:5]=1[OH:25])(=[O:3])[CH3:2].[F:26][C:27]1[CH:46]=[CH:45][CH:44]=[CH:43][C:28]=1[CH2:29][O:30][C:31]1[C:40]2[C:35](=[CH:36][CH:37]=[CH:38][CH:39]=2)[C:34]([CH:41]=O)=[CH:33][CH:32]=1.C([SiH](CC)CC)C.FC(F)(F)C(O)=O. The catalyst is C(#N)C. The product is [C:1]([C:4]1[C:22](=[O:23])[C@@:8]2([CH3:24])[C:9]3[C:15]([OH:16])=[CH:14][C:13]([O:17][CH3:18])=[C:12]([C:19]([NH:21][CH2:41][C:34]4[C:35]5[C:40](=[CH:39][CH:38]=[CH:37][CH:36]=5)[C:31]([O:30][CH2:29][C:28]5[CH:43]=[CH:44][CH:45]=[CH:46][C:27]=5[F:26])=[CH:32][CH:33]=4)=[O:20])[C:10]=3[O:11][C:7]2=[CH:6][C:5]=1[OH:25])(=[O:3])[CH3:2]. The yield is 0.740.